Task: Predict the reaction yield, written as a fraction of the theoretical maximum amount of product (1.0 means a 100% yield; for example, 0.34 means a 34% yield).. Dataset: Reaction yield outcomes from USPTO patents with 853,638 reactions (1) The reactants are O.[CH3:2][N:3]1[C:17]2[C:12](=[CH:13][CH:14]=[CH:15][CH:16]=2)[C:5]([CH2:6][C@@H:7]([C:9]([OH:11])=[O:10])[NH2:8])=[CH:4]1.C(=O)([O-])O.[Na+].[C:23]([C:25](=[CH:36][C:37]1[CH:42]=[CH:41][CH:40]=[CH:39][C:38]=1[F:43])[C:26](ON1C(=O)CCC1=O)=[O:27])#[N:24]. The catalyst is O1CCOCC1. The product is [C:23]([C:25](=[CH:36][C:37]1[CH:42]=[CH:41][CH:40]=[CH:39][C:38]=1[F:43])[C:26]([NH:8][C@H:7]([C:9]([OH:11])=[O:10])[CH2:6][C:5]1[C:12]2[C:17](=[CH:16][CH:15]=[CH:14][CH:13]=2)[N:3]([CH3:2])[CH:4]=1)=[O:27])#[N:24]. The yield is 0.170. (2) The reactants are C[O:2][C:3]([C:5]1[CH:10]=[N:9][C:8]([Br:11])=[C:7]([C:12]2[CH:17]=[CH:16][C:15]([O:18][C:19]([F:22])([F:21])[F:20])=[CH:14][CH:13]=2)[N:6]=1)=[O:4].[OH-].[Li+].O. The catalyst is O1CCCC1. The product is [Br:11][C:8]1[N:9]=[CH:10][C:5]([C:3]([OH:4])=[O:2])=[N:6][C:7]=1[C:12]1[CH:17]=[CH:16][C:15]([O:18][C:19]([F:21])([F:20])[F:22])=[CH:14][CH:13]=1. The yield is 0.990. (3) The reactants are Br[C:2]1[CH:3]=[C:4]2[C:9](=[N:10][CH:11]=1)[NH:8][C:7](=[O:12])[CH:6]([C:13]([O:15][CH3:16])=[O:14])[CH2:5]2.C(#N)CC.CCN(C(C)C)C(C)C.[C:30]([O:34][C:35]([CH3:38])([CH3:37])[CH3:36])(=[O:33])[CH:31]=[CH2:32].C1(C)C=CC=CC=1P(C1C=CC=CC=1C)C1C=CC=CC=1C. The catalyst is CN(C=O)C.C([O-])(=O)C.[Pd+2].C([O-])(=O)C. The product is [C:35]([O:34][C:30](=[O:33])/[CH:31]=[CH:32]/[C:2]1[CH:3]=[C:4]2[C:9](=[N:10][CH:11]=1)[NH:8][C:7](=[O:12])[CH:6]([C:13]([O:15][CH3:16])=[O:14])[CH2:5]2)([CH3:38])([CH3:37])[CH3:36]. The yield is 0.320.